Dataset: Catalyst prediction with 721,799 reactions and 888 catalyst types from USPTO. Task: Predict which catalyst facilitates the given reaction. (1) Reactant: [C:1]1(=[O:11])[C:10]2[C:5](=[CH:6][CH:7]=[CH:8][CH:9]=2)[CH2:4][CH2:3][NH:2]1.[H-].[Na+].I[CH2:15][C:16]([O:18][CH2:19][CH3:20])=[O:17]. Product: [CH2:19]([O:18][C:16](=[O:17])[CH2:15][N:2]1[CH2:3][CH2:4][C:5]2[C:10](=[CH:9][CH:8]=[CH:7][CH:6]=2)[C:1]1=[O:11])[CH3:20]. The catalyst class is: 11. (2) The catalyst class is: 584. Reactant: [Cl:1][C:2]1[N:11]=[C:10]([N:12]2[CH2:16][CH2:15][C@H:14]([NH:17]C(=O)OC(C)(C)C)[CH2:13]2)[C:9]2[C:4](=[CH:5][C:6]([O:27][CH3:28])=[C:7]([O:25][CH3:26])[CH:8]=2)[N:3]=1.C(=O)([O-])[O-].[Cs+].[Cs+].[Cl:35][C:36]1[CH:41]=[CH:40][C:39]([NH2:42])=[CH:38][C:37]=1[NH2:43]. Product: [ClH:1].[ClH:35].[NH2:17][C@H:14]1[CH2:15][CH2:16][N:12]([C:10]2[C:9]3[C:4](=[CH:5][C:6]([O:27][CH3:28])=[C:7]([O:25][CH3:26])[CH:8]=3)[N:3]=[C:2]([NH:42][C:39]3[CH:40]=[CH:41][C:36]([Cl:35])=[C:37]([NH2:43])[CH:38]=3)[N:11]=2)[CH2:13]1. (3) Reactant: [C:1]([C:3]1([NH:6][C:7]([C@@H:9]2[CH2:13][C@@H:12]([S:14]([C:17]3[CH:22]=[CH:21][C:20](F)=[CH:19][C:18]=3[Cl:24])(=[O:16])=[O:15])[CH2:11][N:10]2[C:25]2[N:26]([CH:31]3[CH2:34][CH2:33][CH2:32]3)[N:27]=[C:28]([CH3:30])[CH:29]=2)=[O:8])[CH2:5][CH2:4]1)#[N:2].Cl.[F:36][C:37]1([F:41])[CH2:40][NH:39][CH2:38]1. Product: [Cl:24][C:18]1[CH:19]=[C:20]([N:39]2[CH2:40][C:37]([F:41])([F:36])[CH2:38]2)[CH:21]=[CH:22][C:17]=1[S:14]([C@H:12]1[CH2:11][N:10]([C:25]2[N:26]([CH:31]3[CH2:34][CH2:33][CH2:32]3)[N:27]=[C:28]([CH3:30])[CH:29]=2)[C@H:9]([C:7]([NH:6][C:3]2([C:1]#[N:2])[CH2:5][CH2:4]2)=[O:8])[CH2:13]1)(=[O:16])=[O:15]. The catalyst class is: 10.